Dataset: Full USPTO retrosynthesis dataset with 1.9M reactions from patents (1976-2016). Task: Predict the reactants needed to synthesize the given product. (1) Given the product [C:6]([C:5]1[CH:8]=[CH:9][C:2]([C:19]2[CH2:24][CH2:23][N:22]([C:25]([O:27][C:28]([CH3:31])([CH3:30])[CH3:29])=[O:26])[CH2:21][CH:20]=2)=[CH:3][C:4]=1[CH3:10])#[N:7], predict the reactants needed to synthesize it. The reactants are: Br[C:2]1[CH:9]=[CH:8][C:5]([C:6]#[N:7])=[C:4]([CH3:10])[CH:3]=1.CC1(C)C(C)(C)OB([C:19]2[CH2:24][CH2:23][N:22]([C:25]([O:27][C:28]([CH3:31])([CH3:30])[CH3:29])=[O:26])[CH2:21][CH:20]=2)O1.C(=O)([O-])[O-].[K+].[K+]. (2) Given the product [C:1]1([C:7]([C:13]2[CH:18]=[CH:17][CH:16]=[CH:15][CH:14]=2)([CH3:12])[C:8]([O:10][C@@:11]23[N:26]([CH3:19])[C@@H:23]([CH2:24][CH2:25]2)[CH2:22][CH:21]=[CH:20]3)=[O:9])[CH:2]=[CH:3][CH:4]=[CH:5][CH:6]=1, predict the reactants needed to synthesize it. The reactants are: [C:1]1([C:7]([C:13]2[CH:18]=[CH:17][CH:16]=[CH:15][CH:14]=2)([CH3:12])[C:8]([O:10][CH3:11])=[O:9])[CH:6]=[CH:5][CH:4]=[CH:3][CH:2]=1.[C@@:19]12(O)[N:26](C)[C@@H:23]([CH2:24][CH2:25]1)[CH2:22][CH:21]=[CH:20]2.[Na].O. (3) Given the product [CH2:1]([N:8]1[C:12]2[CH:13]=[C:14]([NH:23][CH:24]3[CH2:29][CH2:28][NH:27][CH2:26][CH2:25]3)[C:15]3[N:16]([C:17]([CH3:20])=[N:18][N:19]=3)[C:11]=2[CH:10]=[C:9]1[CH3:22])[C:2]1[CH:7]=[CH:6][CH:5]=[CH:4][CH:3]=1, predict the reactants needed to synthesize it. The reactants are: [CH2:1]([N:8]1[C:12]2[CH:13]=[C:14](Cl)[C:15]3[N:16]([C:17]([CH3:20])=[N:18][N:19]=3)[C:11]=2[CH:10]=[C:9]1[CH3:22])[C:2]1[CH:7]=[CH:6][CH:5]=[CH:4][CH:3]=1.[NH2:23][CH:24]1[CH2:29][CH2:28][N:27](C(OC(C)(C)C)=O)[CH2:26][CH2:25]1.CC([O-])(C)C.[Na+].CC1(C)C2C=CC=C(P(C3C=CC=CC=3)C3C=CC=CC=3)C=2OC2C1=CC=CC=2P(C1C=CC=CC=1)C1C=CC=CC=1.Cl.O1CCOCC1. (4) Given the product [CH3:30][O:29][C:27]1[CH:28]=[C:17]([O:16][CH3:15])[CH:18]=[C:19]2[C:20]=1[C:21](=[O:22])[C:24](=[O:23])[NH:25]2, predict the reactants needed to synthesize it. The reactants are: NC1C=C(OC)C=C(OC)C=1C(N)=O.[CH3:15][O:16][C:17]1[CH:18]=[C:19]2[NH:25][C:24](=O)[O:23][C:21](=[O:22])[C:20]2=[C:27]([O:29][CH3:30])[CH:28]=1.COC1C=C(N)C(=C(OC)C=1)C(O)=O.C(Cl)(Cl)=O.COC1C=C(C=C(OC)C=1)N.C(Cl)(=O)C(Cl)=O. (5) Given the product [NH2:22][C:2]1[CH:7]=[CH:6][N:5]2[N:8]=[CH:9][C:10]([CH:11]=[C:19]3[NH:13][C:14](=[O:15])[NH:16][C:17]3=[O:18])=[C:4]2[N:3]=1, predict the reactants needed to synthesize it. The reactants are: Cl[C:2]1[CH:7]=[CH:6][N:5]2[N:8]=[CH:9][C:10]([CH:11]=O)=[C:4]2[N:3]=1.[NH:13]1[CH2:19][C:17](=[O:18])[NH:16][C:14]1=[O:15].CC[N:22](C(C)C)C(C)C.C([O-])(=O)C.[NH4+]. (6) Given the product [C:21]([C:18]1[N:19]=[CH:20][C:15]([CH2:14][O:13][C:12]2[CH:11]=[CH:10][C:9]([C:27]3[N:32]4[N:33]=[C:34]([NH:36][C:37]([CH:39]5[CH2:40][CH2:41]5)=[O:38])[N:35]=[C:31]4[CH:30]=[CH:29][CH:28]=3)=[CH:24][CH:23]=2)=[CH:16][CH:17]=1)#[N:22], predict the reactants needed to synthesize it. The reactants are: CC1(C)C(C)(C)OB([C:9]2[CH:24]=[CH:23][C:12]([O:13][CH2:14][C:15]3[CH:16]=[CH:17][C:18]([C:21]#[N:22])=[N:19][CH:20]=3)=[CH:11][CH:10]=2)O1.Br[C:27]1[N:32]2[N:33]=[C:34]([NH:36][C:37]([CH:39]3[CH2:41][CH2:40]3)=[O:38])[N:35]=[C:31]2[CH:30]=[CH:29][CH:28]=1.C([O-])([O-])=O.[K+].[K+].